Dataset: Forward reaction prediction with 1.9M reactions from USPTO patents (1976-2016). Task: Predict the product of the given reaction. Given the reactants [CH2:1]([O:3][P:4]([CH2:9][C:10]([O:12]CC)=[O:11])([O:6][CH2:7][CH3:8])=[O:5])[CH3:2].[OH-].[Na+], predict the reaction product. The product is: [CH2:7]([O:6][P:4]([CH2:9][C:10]([OH:12])=[O:11])([O:3][CH2:1][CH3:2])=[O:5])[CH3:8].